Dataset: NCI-60 drug combinations with 297,098 pairs across 59 cell lines. Task: Regression. Given two drug SMILES strings and cell line genomic features, predict the synergy score measuring deviation from expected non-interaction effect. Drug 2: C1CC(C1)(C(=O)O)C(=O)O.[NH2-].[NH2-].[Pt+2]. Cell line: SW-620. Synergy scores: CSS=10.2, Synergy_ZIP=-3.44, Synergy_Bliss=-0.0676, Synergy_Loewe=-2.11, Synergy_HSA=-0.435. Drug 1: C1CN1P(=S)(N2CC2)N3CC3.